Dataset: Reaction yield outcomes from USPTO patents with 853,638 reactions. Task: Predict the reaction yield, written as a fraction of the theoretical maximum amount of product (1.0 means a 100% yield; for example, 0.34 means a 34% yield). (1) The yield is 1.00. The catalyst is CO.O. The product is [CH3:10][N:9]1[C:8]2[CH:11]=[CH:12][CH:13]=[CH:14][C:7]=2[N:6]=[C:5]1[C:3]([OH:4])=[O:2]. The reactants are C[O:2][C:3]([C:5]1[N:9]([CH3:10])[C:8]2[CH:11]=[CH:12][CH:13]=[CH:14][C:7]=2[N:6]=1)=[O:4].[OH-].[Na+]. (2) The reactants are [CH3:1][C:2]1[CH:3]=[CH:4][C:5]([N+:9]([O-:11])=[O:10])=[C:6]([OH:8])[CH:7]=1.[CH2:12](Br)[CH:13]=[CH2:14].C(=O)([O-])[O-].[Cs+].[Cs+]. The catalyst is CN(C=O)C. The product is [CH3:1][C:2]1[CH:3]=[CH:4][C:5]([N+:9]([O-:11])=[O:10])=[C:6]([O:8][CH2:14][CH:13]=[CH2:12])[CH:7]=1. The yield is 0.950. (3) The reactants are [CH3:1][C:2]1[N:10]2[C:5]([C:6]([CH3:11])=[CH:7][CH:8]=[CH:9]2)=[C:4]([CH2:12][OH:13])[CH:3]=1. The catalyst is CC(C)=O.O=[Mn]=O. The product is [CH3:1][C:2]1[N:10]2[C:5]([C:6]([CH3:11])=[CH:7][CH:8]=[CH:9]2)=[C:4]([CH:12]=[O:13])[CH:3]=1. The yield is 0.670. (4) The reactants are [F:1][C:2]1[CH:3]=[C:4]([CH:41]=[CH:42][CH:43]=1)[CH2:5][N:6]1[C:14]2[C:9](=[CH:10][C:11]([NH:15][C:16]3[C:25]4[C:20](=[CH:21][CH:22]=[C:23]([C:26]#[C:27][CH2:28][NH:29][C:30](=[N:38][C:39]#[N:40])OC5C=CC=CC=5)[CH:24]=4)[N:19]=[CH:18][N:17]=3)=[CH:12][CH:13]=2)[CH:8]=[N:7]1.CC(O)C.[NH:48]1[CH2:53][CH2:52][O:51][CH2:50][CH2:49]1. The catalyst is C1COCC1. The product is [C:39]([NH:38][C:30]([N:48]1[CH2:53][CH2:52][O:51][CH2:50][CH2:49]1)=[N:29][CH2:28][C:27]#[C:26][C:23]1[CH:24]=[C:25]2[C:20](=[CH:21][CH:22]=1)[N:19]=[CH:18][N:17]=[C:16]2[NH:15][C:11]1[CH:10]=[C:9]2[C:14](=[CH:13][CH:12]=1)[N:6]([CH2:5][C:4]1[CH:41]=[CH:42][CH:43]=[C:2]([F:1])[CH:3]=1)[N:7]=[CH:8]2)#[N:40]. The yield is 0.200. (5) The reactants are O(S(C(F)(F)F)(=O)=O)S(C(F)(F)F)(=O)=O.[CH2:16]([O:23][N:24]1[C:30](=[O:31])[N:29]2[CH2:32][C@H:25]1[CH2:26][CH2:27][C@H:28]2[C:33]([NH:35][NH:36][C:37](=O)[CH2:38][CH2:39][CH2:40][NH:41][C:42](=[O:48])[O:43][C:44]([CH3:47])([CH3:46])[CH3:45])=[O:34])[C:17]1[CH:22]=[CH:21][CH:20]=[CH:19][CH:18]=1.C([O-])(O)=O.[Na+]. The catalyst is C(Cl)Cl. The product is [CH2:16]([O:23][N:24]1[C:30](=[O:31])[N:29]2[CH2:32][C@H:25]1[CH2:26][CH2:27][C@H:28]2[C:33]1[O:34][C:37]([CH2:38][CH2:39][CH2:40][NH:41][C:42](=[O:48])[O:43][C:44]([CH3:46])([CH3:47])[CH3:45])=[N:36][N:35]=1)[C:17]1[CH:22]=[CH:21][CH:20]=[CH:19][CH:18]=1. The yield is 0.540. (6) The reactants are [Cl-].O[NH3+:3].[C:4](=[O:7])([O-])[OH:5].[Na+].CS(C)=O.[CH3:13][CH:14]([O:16][C:17]1[CH:22]=[CH:21][C:20]([N:23]2[C:28](=[O:29])[C:27]([CH2:30][C:31]3[CH:36]=[CH:35][C:34]([C:37]4[C:38]([C:43]#[N:44])=[CH:39][CH:40]=[CH:41][CH:42]=4)=[CH:33][CH:32]=3)=[C:26]([CH2:45][CH2:46][CH3:47])[N:25]3[N:48]=[CH:49][N:50]=[C:24]23)=[CH:19][CH:18]=1)[CH3:15]. The catalyst is C(OCC)(=O)C. The product is [CH3:13][CH:14]([O:16][C:17]1[CH:22]=[CH:21][C:20]([N:23]2[C:28](=[O:29])[C:27]([CH2:30][C:31]3[CH:36]=[CH:35][C:34]([C:37]4[CH:42]=[CH:41][CH:40]=[CH:39][C:38]=4[C:43]4[NH:3][C:4](=[O:7])[O:5][N:44]=4)=[CH:33][CH:32]=3)=[C:26]([CH2:45][CH2:46][CH3:47])[N:25]3[N:48]=[CH:49][N:50]=[C:24]23)=[CH:19][CH:18]=1)[CH3:15]. The yield is 0.610. (7) The reactants are [Cl:1][C:2]1[CH:9]=[CH:8][CH:7]=[CH:6][C:3]=1[NH:4][CH3:5].[CH3:10][C:11]1([CH3:27])[C:20]2[CH:21]=[C:22]([C:24](Cl)=[O:25])[S:23][C:19]=2[C:18]2[CH:17]=[CH:16][CH:15]=[CH:14][C:13]=2[O:12]1. The catalyst is N1C=CC=CC=1.C(Cl)Cl.CN(C1C=CN=CC=1)C. The product is [Cl:1][C:2]1[CH:9]=[CH:8][CH:7]=[CH:6][C:3]=1[N:4]([CH3:5])[C:24]([C:22]1[S:23][C:19]2[C:18]3[CH:17]=[CH:16][CH:15]=[CH:14][C:13]=3[O:12][C:11]([CH3:27])([CH3:10])[C:20]=2[CH:21]=1)=[O:25]. The yield is 0.310. (8) The reactants are [Cl:1][C:2]1[CH:7]=[CH:6][C:5]([C:8](=O)[CH3:9])=[C:4]([N+:11]([O-])=O)[CH:3]=1.[CH2:14]([NH2:21])[C:15]1[CH:20]=[CH:19][CH:18]=[CH:17][CH:16]=1.C(OP(OCC)OCC)C.[OH-].[Na+]. The catalyst is C1(C)C=CC=CC=1.C(O)C.CC(C)[O-].[Ti+4].CC(C)[O-].CC(C)[O-].CC(C)[O-]. The product is [CH2:14]([N:21]1[C:8]([CH3:9])=[C:5]2[C:4]([CH:3]=[C:2]([Cl:1])[CH:7]=[CH:6]2)=[N:11]1)[C:15]1[CH:20]=[CH:19][CH:18]=[CH:17][CH:16]=1. The yield is 0.620. (9) The product is [CH3:8][C:5]1[CH:6]=[CH:7][C:2](=[O:1])[N:3]([C:16]2[CH:21]=[CH:20][CH:19]=[CH:18][CH:17]=2)[CH:4]=1. The yield is 0.560. The reactants are [OH:1][C:2]1[CH:7]=[CH:6][C:5]([CH3:8])=[CH:4][N:3]=1.C(=O)([O-])[O-].[K+].[K+].I[C:16]1[CH:21]=[CH:20][CH:19]=[CH:18][CH:17]=1. The catalyst is [Cu]. (10) The reactants are [CH3:1][C:2]1[CH:3]=[C:4]([C:17]2[N:21]([CH:22]3[CH2:27][CH2:26][CH2:25][CH2:24][O:23]3)[CH:20]=[N:19][N:18]=2)[CH:5]=[CH:6][C:7]=1B1OC(C)(C)C(C)(C)O1.Br[C:29]1[N:30]=[C:31]2[N:38]([CH2:39][CH2:40][CH:41]3[CH2:46][CH2:45][O:44][CH2:43][CH2:42]3)[C:37]([CH3:48])([CH3:47])[C:36](=[O:49])[NH:35][C:32]2=[N:33][CH:34]=1.ClCCl.C(=O)([O-])[O-].[Na+].[Na+].O. The catalyst is O1CCOCC1.C(O)(C)C.C1C=CC(P(C2C=CC=CC=2)[C-]2C=CC=C2)=CC=1.C1C=CC(P(C2C=CC=CC=2)[C-]2C=CC=C2)=CC=1.Cl[Pd]Cl.[Fe+2]. The product is [CH3:47][C:37]1([CH3:48])[C:36](=[O:49])[NH:35][C:32]2=[N:33][CH:34]=[C:29]([C:7]3[CH:6]=[CH:5][C:4]([C:17]4[N:21]([CH:22]5[CH2:27][CH2:26][CH2:25][CH2:24][O:23]5)[CH:20]=[N:19][N:18]=4)=[CH:3][C:2]=3[CH3:1])[N:30]=[C:31]2[N:38]1[CH2:39][CH2:40][CH:41]1[CH2:46][CH2:45][O:44][CH2:43][CH2:42]1. The yield is 0.970.